Predict which catalyst facilitates the given reaction. From a dataset of Catalyst prediction with 721,799 reactions and 888 catalyst types from USPTO. (1) Reactant: [Cl:1][C:2]1[CH:7]=[CH:6][C:5]([C:8]2[S:12][C:11]([CH3:13])=[C:10]([C:14]3[C:15](=[O:21])[CH2:16][CH2:17][C:18]=3[O:19][CH3:20])[CH:9]=2)=[CH:4][CH:3]=1.C([N-]C(C)C)(C)C.[Li+].I[CH2:31][CH:32]1[CH2:36][CH2:35][O:34][CH2:33]1. Product: [Cl:1][C:2]1[CH:7]=[CH:6][C:5]([C:8]2[S:12][C:11]([CH3:13])=[C:10]([C:14]3[C:15](=[O:21])[CH:16]([CH2:31][CH:32]4[CH2:36][CH2:35][O:34][CH2:33]4)[CH2:17][C:18]=3[O:19][CH3:20])[CH:9]=2)=[CH:4][CH:3]=1. The catalyst class is: 7. (2) Reactant: [C:1]1([CH2:7][C:8]([O:10][CH2:11][CH3:12])=[O:9])[CH:6]=[CH:5][CH:4]=[CH:3][CH:2]=1.[C:13](=O)([O-])[O-].[K+].[K+].C=O.O. Product: [CH2:11]([O:10][C:8](=[O:9])[C:7]([C:1]1[CH:6]=[CH:5][CH:4]=[CH:3][CH:2]=1)=[CH2:13])[CH3:12]. The catalyst class is: 60.